From a dataset of Reaction yield outcomes from USPTO patents with 853,638 reactions. Predict the reaction yield, written as a fraction of the theoretical maximum amount of product (1.0 means a 100% yield; for example, 0.34 means a 34% yield). (1) The reactants are Cl[C:2]1[CH:3]=[CH:4][C:5]2[C:14]3[CH:13]=[C:12]4[CH2:15][CH2:16][CH2:17][C:18](=[O:19])[C:11]4=[CH:10][C:9]=3[O:8][CH2:7][C:6]=2[CH:20]=1.[CH:21]([B-](F)(F)F)=[CH2:22].[K+].COC1C=CC=C(OC)C=1C1C=CC=CC=1P(C1CCCCC1)C1CCCCC1.C([O-])([O-])=O.[K+].[K+]. The catalyst is CC([O-])=O.CC([O-])=O.[Pd+2].C(O)CC. The product is [CH:21]([C:2]1[CH:3]=[CH:4][C:5]2[C:14]3[CH:13]=[C:12]4[CH2:15][CH2:16][CH2:17][C:18](=[O:19])[C:11]4=[CH:10][C:9]=3[O:8][CH2:7][C:6]=2[CH:20]=1)=[CH2:22]. The yield is 0.870. (2) The reactants are [OH:1][C@H:2]1[CH2:6][N:5]([C:7]([O:9][C:10]([CH3:13])([CH3:12])[CH3:11])=[O:8])[C@H:4]([CH2:14][OH:15])[CH2:3]1.[CH3:16][C:17]1[CH:22]=[CH:21][C:20]([S:23](Cl)(=[O:25])=[O:24])=[CH:19][CH:18]=1. The catalyst is N1C=CC=CC=1. The product is [S:23]([O:1][C@H:2]1[CH2:6][N:5]([C:7]([O:9][C:10]([CH3:11])([CH3:12])[CH3:13])=[O:8])[C@H:4]([CH2:14][O:15][S:23]([C:20]2[CH:21]=[CH:22][C:17]([CH3:16])=[CH:18][CH:19]=2)(=[O:25])=[O:24])[CH2:3]1)([C:20]1[CH:21]=[CH:22][C:17]([CH3:16])=[CH:18][CH:19]=1)(=[O:25])=[O:24]. The yield is 0.490. (3) The reactants are [CH2:1]([OH:8])[C:2]1[CH:7]=[CH:6][CH:5]=[CH:4][CH:3]=1.[H-].[Na+].F[C:12]1[CH:19]=[C:18]([F:20])[CH:17]=[CH:16][C:13]=1[C:14]#[N:15]. The catalyst is C1(C)C=CC=CC=1. The product is [CH2:1]([O:8][C:12]1[CH:19]=[C:18]([F:20])[CH:17]=[CH:16][C:13]=1[C:14]#[N:15])[C:2]1[CH:7]=[CH:6][CH:5]=[CH:4][CH:3]=1. The yield is 0.810. (4) The reactants are COC1C=CC(C[N:8]2[CH:29]=[C:11]3[C:12]4[N:20]=[C:19]([NH:21][C:22]5[N:27]=[C:26]([CH3:28])[CH:25]=[CH:24][N:23]=5)[S:18][C:13]=4[CH2:14][CH2:15][CH2:16][CH2:17][C:10]3=[N:9]2)=CC=1. The catalyst is C(O)(C(F)(F)F)=O.C(Cl)Cl. The product is [CH3:28][C:26]1[CH:25]=[CH:24][N:23]=[C:22]([NH:21][C:19]2[S:18][C:13]3[CH2:14][CH2:15][CH2:16][CH2:17][C:10]4[NH:9][N:8]=[CH:29][C:11]=4[C:12]=3[N:20]=2)[N:27]=1. The yield is 0.730. (5) The reactants are [Br:1][C:2]1[CH:3]=[C:4]([CH2:10][C:11]([O:13][CH2:14][CH3:15])=[O:12])[CH:5]=[C:6]([Cl:9])[C:7]=1[OH:8].C(=O)([O-])[O-].[K+].[K+].[F:22][C:23]([F:27])([F:26])[CH2:24]I. The catalyst is CN(C=O)C. The product is [Br:1][C:2]1[CH:3]=[C:4]([CH2:10][C:11]([O:13][CH2:14][CH3:15])=[O:12])[CH:5]=[C:6]([Cl:9])[C:7]=1[O:8][CH2:24][C:23]([F:27])([F:26])[F:22]. The yield is 0.300.